From a dataset of Full USPTO retrosynthesis dataset with 1.9M reactions from patents (1976-2016). Predict the reactants needed to synthesize the given product. (1) Given the product [C:8]([O:7][C@H:6]1[C@@H:11]([O:12][C:13](=[O:15])[CH3:14])[C@H:16]([O:17][C:18](=[O:20])[CH3:19])[C@@H:21]([CH2:23][O:24][C:25](=[O:27])[CH3:26])[O:22][C@@H:5]1[O:39][C:33]1[CH:34]=[CH:35][C:36]([I:38])=[CH:37][C:32]=1[F:31])(=[O:10])[CH3:9], predict the reactants needed to synthesize it. The reactants are: ClC(Cl)(Cl)C(=N)O[C@H:5]1[O:22][C@H:21]([CH2:23][O:24][C:25](=[O:27])[CH3:26])[C@@H:16]([O:17][C:18](=[O:20])[CH3:19])[C@H:11]([O:12][C:13](=[O:15])[CH3:14])[C@@H:6]1[O:7][C:8](=[O:10])[CH3:9].[F:31][C:32]1[CH:37]=[C:36]([I:38])[CH:35]=[CH:34][C:33]=1[OH:39].[Si](OS(C(F)(F)F)(=O)=O)(C)(C)C. (2) The reactants are: C1(P(C2C=CC=CC=2)C2C=CC=CC=2)C=CC=CC=1.[CH3:20][S:21]([C:24]1[CH:29]=[CH:28][C:27](B(O)O)=[CH:26][CH:25]=1)(=[O:23])=[O:22].Br[C:34]1[CH:39]=[CH:38][C:37]([C:40]2[O:41][C:42]([CH3:54])=[C:43]([CH2:45][CH2:46][N:47]3[CH2:51][CH2:50][C@@H:49]([CH2:52][F:53])[CH2:48]3)[N:44]=2)=[CH:36][CH:35]=1.C(=O)([O-])[O-].[K+].[K+]. Given the product [F:53][CH2:52][C@@H:49]1[CH2:50][CH2:51][N:47]([CH2:46][CH2:45][C:43]2[N:44]=[C:40]([C:37]3[CH:38]=[CH:39][C:34]([C:27]4[CH:28]=[CH:29][C:24]([S:21]([CH3:20])(=[O:23])=[O:22])=[CH:25][CH:26]=4)=[CH:35][CH:36]=3)[O:41][C:42]=2[CH3:54])[CH2:48]1, predict the reactants needed to synthesize it. (3) Given the product [C:8]([C@H:10]1[C@@H:42]([NH:41][C:40](=[O:46])[O:39][CH2:32][C:33]2[CH:38]=[CH:37][CH:36]=[CH:35][CH:34]=2)[CH:43]=[CH:44][CH2:45][CH2:11]1)(=[O:9])[CH2:6][CH3:7], predict the reactants needed to synthesize it. The reactants are: Cl(O)(=O)(=O)=O.[CH:6]([C:8]([CH2:10][CH3:11])=[O:9])=[CH2:7].C([C@@H]1N[C@H](C2OC(C)=CC=2)N(C)C1=O)C1C=CC=CC=1.[CH2:32]([O:39][C:40](=[O:46])[NH:41][CH:42]=[CH:43][CH:44]=[CH2:45])[C:33]1[CH:38]=[CH:37][CH:36]=[CH:35][CH:34]=1. (4) Given the product [CH3:1][O:2][C:3]1[C:8]([CH3:9])=[CH:7][CH:6]=[C:5]([CH:4]=1)[CH:10]=[O:11], predict the reactants needed to synthesize it. The reactants are: [CH3:1][O:2][C:3]1[CH:4]=[C:5]([CH2:10][OH:11])[CH:6]=[CH:7][C:8]=1[CH3:9].